From a dataset of Reaction yield outcomes from USPTO patents with 853,638 reactions. Predict the reaction yield, written as a fraction of the theoretical maximum amount of product (1.0 means a 100% yield; for example, 0.34 means a 34% yield). The reactants are Cl[C:2]1[O:3][C:4]([C:7]2[CH:14]=[CH:13][C:10]([C:11]#[N:12])=[CH:9][CH:8]=2)=[CH:5][N:6]=1.[NH:15]1[C:19]([C:20]2[CH:21]=[C:22]([CH:24]=[CH:25][CH:26]=2)[NH2:23])=[N:18][N:17]=[N:16]1. The catalyst is CC(O)C. The product is [NH:18]1[C:19]([C:20]2[CH:21]=[C:22]([NH:23][C:2]3[O:3][C:4]([C:7]4[CH:14]=[CH:13][C:10]([C:11]#[N:12])=[CH:9][CH:8]=4)=[CH:5][N:6]=3)[CH:24]=[CH:25][CH:26]=2)=[N:15][N:16]=[N:17]1. The yield is 1.00.